The task is: Predict the reaction yield, written as a fraction of the theoretical maximum amount of product (1.0 means a 100% yield; for example, 0.34 means a 34% yield).. This data is from Reaction yield outcomes from USPTO patents with 853,638 reactions. (1) The reactants are [NH2:1][C:2]1[NH:6][CH:5]=[N:4][C:3]=1[C:7]([NH2:9])=[O:8].[C:10]([O:14][C:15]([N:17]([CH:32]([CH3:34])[CH3:33])[CH:18](OS(C1C=CC(C)=CC=1)(=O)=O)[CH2:19][CH3:20])=[O:16])([CH3:13])([CH3:12])[CH3:11].C([O-])([O-])=O.[Cs+].[Cs+]. The catalyst is CN(C=O)C. The product is [C:10]([O:14][C:15](=[O:16])[N:17]([CH2:18][CH2:19][CH2:20][N:6]1[C:2]([NH2:1])=[C:3]([C:7](=[O:8])[NH2:9])[N:4]=[CH:5]1)[CH:32]([CH3:33])[CH3:34])([CH3:12])([CH3:13])[CH3:11]. The yield is 0.400. (2) The reactants are [C:1](Cl)(=[O:5])[CH:2]([CH3:4])[CH3:3].[CH3:7][NH:8][C:9]1[CH:10]=[N:11][N:12]([C:14]2[CH:15]=[N:16][CH:17]=[CH:18][CH:19]=2)[CH:13]=1. The catalyst is ClC(Cl)C. The product is [CH3:7][N:8]([C:9]1[CH:10]=[N:11][N:12]([C:14]2[CH:15]=[N:16][CH:17]=[CH:18][CH:19]=2)[CH:13]=1)[C:1](=[O:5])[CH:2]([CH3:4])[CH3:3]. The yield is 0.540. (3) The reactants are [Cl:1][C:2]1[CH:7]=[CH:6][CH:5]=[CH:4][C:3]=1[NH:8][C:9]([C:12]1[S:25][C:15]2[C:16]3[CH:24]=[N:23][CH:22]=[CH:21][C:17]=3[O:18][CH2:19][CH2:20][C:14]=2[CH:13]=1)=[N:10][NH2:11].C1N=CN([C:31](N2C=NC=C2)=[O:32])C=1. The catalyst is CN(C)C=O. The product is [S:25]1[C:15]2[C:16]3[CH:24]=[N:23][CH:22]=[CH:21][C:17]=3[O:18][CH2:19][CH2:20][C:14]=2[CH:13]=[C:12]1[C:9]1[N:8]([C:3]2[CH:4]=[CH:5][CH:6]=[CH:7][C:2]=2[Cl:1])[C:31](=[O:32])[NH:11][N:10]=1. The yield is 0.310. (4) The reactants are [C:1]([O:5][C:6](=[O:20])[N:7]([CH3:19])[C:8]1[S:12][C:11]([C:13]2[CH:14]=[N:15][CH:16]=[CH:17][CH:18]=2)=[N:10][CH:9]=1)([CH3:4])([CH3:3])[CH3:2].[Br:21]N1C(=O)CCC1=O. The catalyst is C(#N)C. The product is [C:1]([O:5][C:6](=[O:20])[N:7]([C:8]1[S:12][C:11]([C:13]2[CH:14]=[N:15][CH:16]=[CH:17][CH:18]=2)=[N:10][C:9]=1[Br:21])[CH3:19])([CH3:4])([CH3:3])[CH3:2]. The yield is 0.640.